This data is from Reaction yield outcomes from USPTO patents with 853,638 reactions. The task is: Predict the reaction yield, written as a fraction of the theoretical maximum amount of product (1.0 means a 100% yield; for example, 0.34 means a 34% yield). (1) The product is [CH2:16]([NH:19][S:12]([C:3]1[C:4]([Cl:11])=[CH:5][CH:6]=[C:7]([N+:8]([O-:10])=[O:9])[C:2]=1[Cl:1])(=[O:14])=[O:13])[CH2:17][CH3:18]. The yield is 0.710. No catalyst specified. The reactants are [Cl:1][C:2]1[C:7]([N+:8]([O-:10])=[O:9])=[CH:6][CH:5]=[C:4]([Cl:11])[C:3]=1[S:12](Cl)(=[O:14])=[O:13].[CH2:16]([NH2:19])[CH2:17][CH3:18].C(N(CC)CC)C. (2) The reactants are C(=O)([O-])[O-].[Na+].[Na+].[F:7][C:8]1[CH:13]=[C:12](B(O)O)[CH:11]=[CH:10][N:9]=1.Br[C:18]1[CH:23]=[CH:22][N:21]=[C:20]([NH:24][CH:25]2[CH2:30][CH2:29][O:28][CH2:27][CH2:26]2)[CH:19]=1.O1CCOCC1.O. The catalyst is O.C1C=CC(P(C2C=CC=CC=2)[C-]2C=CC=C2)=CC=1.C1C=CC(P(C2C=CC=CC=2)[C-]2C=CC=C2)=CC=1.Cl[Pd]Cl.[Fe+2]. The product is [F:7][C:8]1[CH:13]=[C:12]([C:18]2[CH:23]=[CH:22][N:21]=[C:20]([NH:24][CH:25]3[CH2:30][CH2:29][O:28][CH2:27][CH2:26]3)[CH:19]=2)[CH:11]=[CH:10][N:9]=1. The yield is 0.753. (3) The reactants are [Cl:1][C:2]1[C:3]2[N:4]([C:8]([CH:19]=[O:20])=[C:9]([C:11]3[CH:16]=[CH:15][CH:14]=[C:13]([O:17][CH3:18])[CH:12]=3)[N:10]=2)[CH:5]=[CH:6][CH:7]=1.[C:21]([Mg]Br)#[CH:22].O.CCOCC. The catalyst is O1CCCC1. The product is [Cl:1][C:2]1[C:3]2[N:4]([C:8]([CH:19]([OH:20])[C:21]#[CH:22])=[C:9]([C:11]3[CH:16]=[CH:15][CH:14]=[C:13]([O:17][CH3:18])[CH:12]=3)[N:10]=2)[CH:5]=[CH:6][CH:7]=1. The yield is 0.790. (4) The reactants are [C:1]([C:3]1[CH:8]=[CH:7][C:6]([CH:9]2[CH2:14][CH2:13][N:12]([C:15]([O:17][C:18]([CH3:21])([CH3:20])[CH3:19])=[O:16])[CH2:11][CH2:10]2)=[CH:5][CH:4]=1)#[N:2].C(OCC)(=[O:24])C. The catalyst is O. The product is [C:1]([C:3]1[CH:4]=[CH:5][C:6]([CH:9]2[CH2:10][CH2:11][N:12]([C:15]([O:17][C:18]([CH3:21])([CH3:20])[CH3:19])=[O:16])[C:13](=[O:24])[CH2:14]2)=[CH:7][CH:8]=1)#[N:2]. The yield is 0.800. (5) The reactants are [C:1]([C:3]1[CH:8]=[CH:7][C:6]([C:9]2[N:13]3[CH:14]=[C:15]([C:18]4[CH:26]=[CH:25][C:21](C(O)=O)=[CH:20][CH:19]=4)[CH:16]=[CH:17][C:12]3=[N:11][CH:10]=2)=[CH:5][CH:4]=1)#[N:2].CN(C(ON1N=[N:42][C:37]2C=[CH:39][CH:40]=[N:41][C:36]1=2)=[N+](C)C)C.F[P-](F)(F)(F)(F)F.CN1CC[O:55][CH2:54]C1.N1CCC([C:64]([O:66][C:67]([CH3:70])([CH3:69])[CH3:68])=[O:65])CC1. The catalyst is CN(C=O)C.O. The product is [C:1]([C:3]1[CH:8]=[CH:7][C:6]([C:9]2[N:13]3[CH:14]=[C:15]([C:18]4[CH:19]=[CH:20][C:21]([C:54]([N:41]5[CH2:36][CH2:37][N:42]([C:64]([O:66][C:67]([CH3:70])([CH3:69])[CH3:68])=[O:65])[CH2:39][CH2:40]5)=[O:55])=[CH:25][CH:26]=4)[CH:16]=[CH:17][C:12]3=[N:11][CH:10]=2)=[CH:5][CH:4]=1)#[N:2]. The yield is 0.920.